From a dataset of TCR-epitope binding with 47,182 pairs between 192 epitopes and 23,139 TCRs. Binary Classification. Given a T-cell receptor sequence (or CDR3 region) and an epitope sequence, predict whether binding occurs between them. (1) Result: 1 (the TCR binds to the epitope). The epitope is TLIGDCATV. The TCR CDR3 sequence is CASSDRGDEQFF. (2) The epitope is ILHCANFNV. The TCR CDR3 sequence is CASSTYYGQSYGYTF. Result: 0 (the TCR does not bind to the epitope). (3) The epitope is SFHSLHLLF. The TCR CDR3 sequence is CASSYTGVPNEQFF. Result: 0 (the TCR does not bind to the epitope). (4) The epitope is QVPLRPMTYK. The TCR CDR3 sequence is CASSYVPGRPETQYF. Result: 0 (the TCR does not bind to the epitope). (5) The epitope is KLNVGDYFV. The TCR CDR3 sequence is CASSLATGVPFSGELFF. Result: 1 (the TCR binds to the epitope).